Dataset: Forward reaction prediction with 1.9M reactions from USPTO patents (1976-2016). Task: Predict the product of the given reaction. (1) Given the reactants [OH:1][CH:2]1[CH2:5][N:4]([C:6]([C:8]2[O:9][C:10]([C:13]3[CH:18]=[CH:17][CH:16]=[CH:15][CH:14]=3)=[N:11][N:12]=2)=[O:7])[CH2:3]1.C(N(CC)CC)C.[CH3:26][S:27](Cl)(=[O:29])=[O:28], predict the reaction product. The product is: [CH3:26][S:27]([O:1][CH:2]1[CH2:5][N:4]([C:6]([C:8]2[O:9][C:10]([C:13]3[CH:14]=[CH:15][CH:16]=[CH:17][CH:18]=3)=[N:11][N:12]=2)=[O:7])[CH2:3]1)(=[O:29])=[O:28]. (2) Given the reactants [CH3:1][O:2][C:3]1[CH:9]=[CH:8][C:7]([C:10]2[O:14][CH:13]=[N:12][CH:11]=2)=[CH:6][C:4]=1[NH2:5].[Br:15][CH2:16][C:17]1[S:21][C:20]([CH:22]=O)=[CH:19][CH:18]=1, predict the reaction product. The product is: [Br:15][CH2:16][C:17]1[S:21][C:20]([CH2:22][NH:5][C:4]2[CH:6]=[C:7]([C:10]3[O:14][CH:13]=[N:12][CH:11]=3)[CH:8]=[CH:9][C:3]=2[O:2][CH3:1])=[CH:19][CH:18]=1. (3) Given the reactants [Br:1][C:2]1[CH:3]=[C:4]([CH:9]2[C:14]3[C:15](=[O:19])[NH:16][N:17]([CH3:18])[C:13]=3[NH:12][C:11]3[CH2:20][O:21][CH2:22][C:23](=[O:24])[C:10]2=3)[CH:5]=[CH:6][C:7]=1[F:8].[C:25](OC(=O)C)(=[O:27])[CH3:26], predict the reaction product. The product is: [C:25]([N:16]1[C:15](=[O:19])[C:14]2[CH:9]([C:4]3[CH:5]=[CH:6][C:7]([F:8])=[C:2]([Br:1])[CH:3]=3)[C:10]3[C:23](=[O:24])[CH2:22][O:21][CH2:20][C:11]=3[NH:12][C:13]=2[N:17]1[CH3:18])(=[O:27])[CH3:26]. (4) Given the reactants [Br:1][C:2]1[CH:7]=[CH:6][C:5]([C:8]2[NH:9][C:10]3[C:15]([C:16]=2[CH:17]=O)=[CH:14][CH:13]=[CH:12][CH:11]=3)=[CH:4][C:3]=1[F:19].[C:20]1([S:26]([CH2:29][C:30]#[N:31])(=[O:28])=[O:27])[CH:25]=[CH:24][CH:23]=[CH:22][CH:21]=1, predict the reaction product. The product is: [C:20]1([S:26]([C:29](=[CH:17][C:16]2[C:15]3[C:10](=[CH:11][CH:12]=[CH:13][CH:14]=3)[NH:9][C:8]=2[C:5]2[CH:6]=[CH:7][C:2]([Br:1])=[C:3]([F:19])[CH:4]=2)[C:30]#[N:31])(=[O:27])=[O:28])[CH:21]=[CH:22][CH:23]=[CH:24][CH:25]=1. (5) Given the reactants [Br:1][C:2]1[C:10]2[C:5](=[CH:6][CH:7]=[CH:8][C:9]=2[N+:11]([O-:13])=[O:12])[NH:4][N:3]=1.C(=O)([O-])[O-].[K+].[K+].Cl.Cl[CH2:22][C:23]1[CH:28]=[CH:27][CH:26]=[C:25]([CH3:29])[N:24]=1, predict the reaction product. The product is: [Br:1][C:2]1[C:10]2[C:5](=[CH:6][CH:7]=[CH:8][C:9]=2[N+:11]([O-:13])=[O:12])[N:4]([CH2:22][C:23]2[CH:28]=[CH:27][CH:26]=[C:25]([CH3:29])[N:24]=2)[N:3]=1. (6) Given the reactants Br[CH2:2][C:3]([O:5][CH2:6][CH3:7])=[O:4].[NH:8]1[CH2:21][CH2:20][CH2:19][NH:18][CH2:17][CH2:16][NH:15][CH2:14][CH2:13][CH2:12][NH:11][CH2:10][CH2:9]1.C(=O)([O-])[O-].[K+].[K+], predict the reaction product. The product is: [N:8]1([CH2:2][C:3]([O:5][CH2:6][CH3:7])=[O:4])[CH2:21][CH2:20][CH2:19][NH:18][CH2:17][CH2:16][NH:15][CH2:14][CH2:13][CH2:12][NH:11][CH2:10][CH2:9]1. (7) The product is: [CH2:10]([O:9][C:7]([C:3]1[NH:4][CH:5]=[C:6]2[CH:28]([C:26]3[O:27][C:23]([S:22][C:19]4[NH:18][C:17]5[CH:16]=[C:15]([F:30])[CH:14]=[C:13]([F:12])[C:21]=5[N:20]=4)=[CH:24][CH:25]=3)[C:32]3[C:33](=[O:37])[CH2:34][CH2:35][CH2:36][C:31]=3[NH:1][C:2]=12)=[O:8])[CH3:11]. Given the reactants [NH2:1][C:2]1[CH:6]=[CH:5][NH:4][C:3]=1[C:7]([O:9][CH2:10][CH3:11])=[O:8].[F:12][C:13]1[C:21]2[N:20]=[C:19]([S:22][C:23]3[O:27][C:26]([CH:28]=O)=[CH:25][CH:24]=3)[NH:18][C:17]=2[CH:16]=[C:15]([F:30])[CH:14]=1.[C:31]1(=O)[CH2:36][CH2:35][CH2:34][C:33](=[O:37])[CH2:32]1, predict the reaction product.